Dataset: Forward reaction prediction with 1.9M reactions from USPTO patents (1976-2016). Task: Predict the product of the given reaction. (1) Given the reactants CON(C)[C:4]([C:6]1[C:7]([NH2:15])=[N:8][C:9]([S:12][CH2:13]C)=[N:10][CH:11]=1)=[O:5].Br[C:18]1[CH:23]=[CH:22][C:21]([C:24]([F:27])([F:26])[F:25])=[CH:20][C:19]=1[O:28][CH3:29], predict the reaction product. The product is: [NH2:15][C:7]1[C:6]([C:4]([C:18]2[CH:23]=[CH:22][C:21]([C:24]([F:27])([F:26])[F:25])=[CH:20][C:19]=2[O:28][CH3:29])=[O:5])=[CH:11][N:10]=[C:9]([S:12][CH3:13])[N:8]=1. (2) Given the reactants [CH:1]1[CH:6]=[CH:5][C:4]([CH2:7][CH:8]2[NH:14][C:12](=[O:13])[NH:11][C:9]2=[O:10])=[CH:3][CH:2]=1.[OH:15]P(O)(O)=O, predict the reaction product. The product is: [C:12]([NH:14][C@H:8]([C:9]([OH:15])=[O:10])[CH2:7][C:4]1[CH:5]=[CH:6][CH:1]=[CH:2][CH:3]=1)(=[O:13])[NH2:11]. (3) Given the reactants Br[CH2:2][C:3]1[CH:8]=[CH:7][C:6]([C:9]([CH3:13])([CH3:12])[C:10]#[N:11])=[CH:5][CH:4]=1.C([O-])([O-])=O.[Na+].[Na+].[C:20]1([SH:26])[CH:25]=[CH:24][CH:23]=[CH:22][CH:21]=1, predict the reaction product. The product is: [CH3:12][C:9]([C:6]1[CH:7]=[CH:8][C:3]([CH2:2][S:26][C:20]2[CH:25]=[CH:24][CH:23]=[CH:22][CH:21]=2)=[CH:4][CH:5]=1)([CH3:13])[C:10]#[N:11]. (4) Given the reactants [Cl:1][C:2]1[C:3]([O:12][CH3:13])=[C:4]([CH:7]=[CH:8][C:9]=1[O:10][CH3:11])[CH:5]=O.C(O)(=O)[CH2:15][C:16]([OH:18])=[O:17].N1CCCCC1, predict the reaction product. The product is: [Cl:1][C:2]1[C:3]([O:12][CH3:13])=[C:4]([CH:5]=[CH:15][C:16]([OH:18])=[O:17])[CH:7]=[CH:8][C:9]=1[O:10][CH3:11]. (5) Given the reactants Cl[C:2]1[N:7]=[N:6][C:5]([N:8]2[C:16]3[C:11](=[CH:12][CH:13]=[CH:14][CH:15]=3)[CH2:10][C@H:9]2[C:17]([N:19]2[CH2:24][C@H:23]([CH3:25])[CH2:22][C@H:21]([CH3:26])[CH2:20]2)=[O:18])=[CH:4][CH:3]=1.[OH-].[Na+], predict the reaction product. The product is: [CH3:26][C@H:21]1[CH2:22][C@@H:23]([CH3:25])[CH2:24][N:19]([C:17]([C@@H:9]2[CH2:10][C:11]3[C:16](=[CH:15][CH:14]=[CH:13][CH:12]=3)[N:8]2[C:5]2[N:6]=[N:7][CH:2]=[CH:3][CH:4]=2)=[O:18])[CH2:20]1. (6) Given the reactants CN1C2C(=CC(NS(C(F)(F)F)(=O)=O)=CC=2)C=C1C(O)=O.C1C=CC2N(O)N=NC=2C=1.C(Cl)CCl.C([O:38][C:39](=[O:47])[C:40]1[CH:45]=[CH:44][CH:43]=[C:42](N)[CH:41]=1)C, predict the reaction product. The product is: [C:39]([OH:47])(=[O:38])[C:40]1[CH:45]=[CH:44][CH:43]=[CH:42][CH:41]=1. (7) Given the reactants [I:1][C:2]1[CH:3]=[C:4]([CH2:8][CH2:9][C:10](O)=[O:11])[CH:5]=[CH:6][CH:7]=1, predict the reaction product. The product is: [I:1][C:2]1[CH:3]=[C:4]([CH2:8][CH2:9][CH2:10][OH:11])[CH:5]=[CH:6][CH:7]=1. (8) Given the reactants [N:1]([CH:4]([C:10]1[CH:20]=[CH:19][CH:18]=[CH:17][C:11]=1[C:12](OCC)=[O:13])[C:5]([O:7][CH2:8][CH3:9])=[O:6])=[N+]=[N-].C1CC=CCC=1.[Al].CCOC(C)=O, predict the reaction product. The product is: [O:13]=[C:12]1[C:11]2[C:10](=[CH:20][CH:19]=[CH:18][CH:17]=2)[CH:4]([C:5]([O:7][CH2:8][CH3:9])=[O:6])[NH:1]1.